Dataset: Catalyst prediction with 721,799 reactions and 888 catalyst types from USPTO. Task: Predict which catalyst facilitates the given reaction. (1) Reactant: [CH3:1][O:2][C:3]1[C:8]([CH2:9][CH:10]=O)=[CH:7][CH:6]=[CH:5][N:4]=1.[F:12][C:13]1[CH:14]=[C:15]([CH:27]=[CH:28][CH:29]=1)[CH2:16][NH:17][C:18](=[O:26])[CH2:19][CH:20]1[CH2:25][CH2:24][CH2:23][CH2:22][NH:21]1.C(O[BH-](OC(=O)C)OC(=O)C)(=O)C.[Na+].C(=O)(O)[O-].[Na+]. Product: [F:12][C:13]1[CH:14]=[C:15]([CH:27]=[CH:28][CH:29]=1)[CH2:16][NH:17][C:18](=[O:26])[CH2:19][CH:20]1[CH2:25][CH2:24][CH2:23][CH2:22][N:21]1[CH2:10][CH2:9][C:8]1[C:3]([O:2][CH3:1])=[N:4][CH:5]=[CH:6][CH:7]=1. The catalyst class is: 559. (2) Reactant: [CH3:1][O:2][C:3]1[CH:10]=[C:9]([C:11]([F:14])([F:13])[F:12])[CH:8]=[C:7]([N+]([O-])=O)[C:4]=1[C:5]#[N:6].[CH2:18]([OH:25])[C:19]1[CH:24]=[CH:23][CH:22]=[CH:21][CH:20]=1.[OH-].[K+]. Product: [CH2:18]([O:25][C:7]1[CH:8]=[C:9]([C:11]([F:14])([F:13])[F:12])[CH:10]=[C:3]([O:2][CH3:1])[C:4]=1[C:5]#[N:6])[C:19]1[CH:24]=[CH:23][CH:22]=[CH:21][CH:20]=1. The catalyst class is: 38.